Task: Predict the reaction yield, written as a fraction of the theoretical maximum amount of product (1.0 means a 100% yield; for example, 0.34 means a 34% yield).. Dataset: Reaction yield outcomes from USPTO patents with 853,638 reactions (1) The reactants are C[Si](C)(C)[C:3]1[O:7][C:6]2[C:8](=[O:17])[C:9]3[C:14]([C:15](=[O:16])[C:5]=2[CH:4]=1)=[CH:13][CH:12]=[CH:11][CH:10]=3.[Br:20]Br. The catalyst is C(#N)C. The product is [Br:20][C:3]1[O:7][C:6]2[C:8](=[O:17])[C:9]3[C:14]([C:15](=[O:16])[C:5]=2[CH:4]=1)=[CH:13][CH:12]=[CH:11][CH:10]=3. The yield is 0.900. (2) The reactants are [CH2:1]1[CH:5]2[CH2:6][CH2:7][CH2:8][C:4]2([C:9]([O:11][CH3:12])=[O:10])[CH2:3][NH:2]1.CCN(C(C)C)C(C)C.[Br:22][C:23]1[CH:24]=[N:25][C:26](Cl)=[N:27][CH:28]=1. The catalyst is CCO. The product is [Br:22][C:23]1[CH:24]=[N:25][C:26]([N:2]2[CH2:3][C:4]3([C:9]([O:11][CH3:12])=[O:10])[CH2:8][CH2:7][CH2:6][CH:5]3[CH2:1]2)=[N:27][CH:28]=1. The yield is 0.450.